From a dataset of NCI-60 drug combinations with 297,098 pairs across 59 cell lines. Regression. Given two drug SMILES strings and cell line genomic features, predict the synergy score measuring deviation from expected non-interaction effect. (1) Drug 1: CC1CCC2CC(C(=CC=CC=CC(CC(C(=O)C(C(C(=CC(C(=O)CC(OC(=O)C3CCCCN3C(=O)C(=O)C1(O2)O)C(C)CC4CCC(C(C4)OC)O)C)C)O)OC)C)C)C)OC. Drug 2: CNC(=O)C1=NC=CC(=C1)OC2=CC=C(C=C2)NC(=O)NC3=CC(=C(C=C3)Cl)C(F)(F)F. Cell line: U251. Synergy scores: CSS=2.55, Synergy_ZIP=-2.53, Synergy_Bliss=-5.12, Synergy_Loewe=-22.0, Synergy_HSA=-7.61. (2) Drug 1: CN1C(=O)N2C=NC(=C2N=N1)C(=O)N. Drug 2: CC1C(C(CC(O1)OC2CC(OC(C2O)C)OC3=CC4=CC5=C(C(=O)C(C(C5)C(C(=O)C(C(C)O)O)OC)OC6CC(C(C(O6)C)O)OC7CC(C(C(O7)C)O)OC8CC(C(C(O8)C)O)(C)O)C(=C4C(=C3C)O)O)O)O. Cell line: K-562. Synergy scores: CSS=60.0, Synergy_ZIP=-3.31, Synergy_Bliss=-4.62, Synergy_Loewe=-3.02, Synergy_HSA=-3.13. (3) Drug 1: CC1=C(C(CCC1)(C)C)C=CC(=CC=CC(=CC(=O)O)C)C. Drug 2: C1CCC(C(C1)N)N.C(=O)(C(=O)[O-])[O-].[Pt+4]. Cell line: MDA-MB-231. Synergy scores: CSS=23.7, Synergy_ZIP=-7.67, Synergy_Bliss=-2.47, Synergy_Loewe=-2.25, Synergy_HSA=0.288. (4) Cell line: U251. Drug 2: CN1C2=C(C=C(C=C2)N(CCCl)CCCl)N=C1CCCC(=O)O.Cl. Synergy scores: CSS=32.3, Synergy_ZIP=-2.12, Synergy_Bliss=0.00920, Synergy_Loewe=-14.0, Synergy_HSA=0.742. Drug 1: CCC1=CC2CC(C3=C(CN(C2)C1)C4=CC=CC=C4N3)(C5=C(C=C6C(=C5)C78CCN9C7C(C=CC9)(C(C(C8N6C)(C(=O)OC)O)OC(=O)C)CC)OC)C(=O)OC.C(C(C(=O)O)O)(C(=O)O)O.